From a dataset of Forward reaction prediction with 1.9M reactions from USPTO patents (1976-2016). Predict the product of the given reaction. (1) Given the reactants [NH2:1][CH2:2][C@@H:3]1[C@H:8]([CH3:9])[CH2:7][CH2:6][CH2:5][N:4]1C(C1C=C(C)C=CC=1N1C=NC(C(F)(F)F)=N1)=O.[F:28][C:29]1[CH:34]=[CH:33][C:32]([C:35]2[C:36]([C:42]([OH:44])=O)=[N:37][C:38]([CH3:41])=[CH:39][CH:40]=2)=[CH:31][CH:30]=1, predict the reaction product. The product is: [NH2:1][CH2:2][C@@H:3]1[C@H:8]([CH3:9])[CH2:7][CH2:6][CH2:5][N:4]1[C:42]([C:36]1[C:35]([C:32]2[CH:31]=[CH:30][C:29]([F:28])=[CH:34][CH:33]=2)=[CH:40][CH:39]=[C:38]([CH3:41])[N:37]=1)=[O:44]. (2) Given the reactants [CH2:1]([N:4]1[CH2:9][CH2:8][CH:7]([C:10]2[CH:11]=[C:12]([CH:16]=[CH:17][CH:18]=2)[C:13]([NH2:15])=O)[CH2:6][CH2:5]1)[CH2:2][CH3:3].O=P(Cl)(Cl)Cl, predict the reaction product. The product is: [CH2:1]([N:4]1[CH2:9][CH2:8][CH:7]([C:10]2[CH:11]=[C:12]([CH:16]=[CH:17][CH:18]=2)[C:13]#[N:15])[CH2:6][CH2:5]1)[CH2:2][CH3:3]. (3) Given the reactants [CH3:1][S:2](Cl)(=[O:4])=[O:3].[O:6]1[CH2:10][C@H:9]([OH:11])[C@H:8]([OH:12])[CH2:7]1.CCN(CC)CC, predict the reaction product. The product is: [CH3:1][S:2]([O:12][C@H:8]1[C@@H:9]([O:11][S:2]([CH3:1])(=[O:4])=[O:3])[CH2:10][O:6][CH2:7]1)(=[O:4])=[O:3]. (4) Given the reactants [C:1]([O:5][C:6](=[O:21])[CH2:7][C@@H:8]([CH2:12][CH2:13][CH2:14][CH:15]1[CH2:20][CH2:19][CH2:18][CH2:17][CH2:16]1)[C:9]([OH:11])=[O:10])([CH3:4])([CH3:3])[CH3:2].Cl.CN(C)CCCN=C=NCC.CN1CCOCC1.O.ON1C2C=CC=CC=2N=N1.O/[N:53]=[C:54](\[NH2:62])/[CH2:55][C:56]1[CH:61]=[CH:60][N:59]=[CH:58][CH:57]=1, predict the reaction product. The product is: [NH2:62]/[C:54](=[N:53]\[O:10][C:9]([C@H:8]([CH2:12][CH2:13][CH2:14][CH:15]1[CH2:16][CH2:17][CH2:18][CH2:19][CH2:20]1)[CH2:7][C:6]([O:5][C:1]([CH3:4])([CH3:2])[CH3:3])=[O:21])=[O:11])/[CH2:55][C:56]1[CH:61]=[CH:60][N:59]=[CH:58][CH:57]=1. (5) Given the reactants [Br:1][C:2]1[CH:7]=[CH:6][C:5]([Cl:8])=[CH:4][C:3]=1[C:9](=O)[CH2:10][C:11]1[C:16]([F:17])=[CH:15][CH:14]=[C:13]([F:18])[C:12]=1[F:19].[C:21]([NH:24][NH2:25])([NH2:23])=[NH:22].Cl.B(F)(F)F.CCOCC, predict the reaction product. The product is: [Br:1][C:2]1[CH:7]=[CH:6][C:5]([Cl:8])=[CH:4][C:3]=1/[C:9](=[N:25]\[NH:24][C:21](=[NH:22])[NH2:23])/[CH2:10][C:11]1[C:16]([F:17])=[CH:15][CH:14]=[C:13]([F:18])[C:12]=1[F:19]. (6) Given the reactants Cl[C:2]1[C:11]2[C:6](=[CH:7][CH:8]=[C:9]([C:12]([C:20]3[C:21]([CH3:26])=[N:22][O:23][C:24]=3[CH3:25])([C:14]3[N:18]([CH3:19])[N:17]=[N:16][CH:15]=3)[OH:13])[CH:10]=2)[N:5]=[C:4]([O:27][CH3:28])[C:3]=1[CH2:29][C:30]1[CH:35]=[CH:34][C:33]([C:36]([F:39])([F:38])[F:37])=[CH:32][CH:31]=1.CC(C1C=C(C(C)C)C(C2C=CC=CC=2P(C2CCCCC2)C2CCCCC2)=C(C(C)C)C=1)C.C[C:75]([N:77](C)C)=O, predict the reaction product. The product is: [CH3:26][C:21]1[C:20]([C:12]([OH:13])([C:14]2[N:18]([CH3:19])[N:17]=[N:16][CH:15]=2)[C:9]2[CH:10]=[C:11]3[C:6](=[CH:7][CH:8]=2)[N:5]=[C:4]([O:27][CH3:28])[C:3]([CH2:29][C:30]2[CH:35]=[CH:34][C:33]([C:36]([F:39])([F:38])[F:37])=[CH:32][CH:31]=2)=[C:2]3[C:75]#[N:77])=[C:24]([CH3:25])[O:23][N:22]=1. (7) Given the reactants O.Cl.O1CCOCC1.[Cl:9][C:10]1[CH:51]=[CH:50][CH:49]=[CH:48][C:11]=1[CH2:12][C:13]1[C:14]([C:38]([N:40]([CH2:42][CH:43](OC)OC)[CH3:41])=[O:39])=[N:15][N:16](S(N(C)C)(=O)=O)[C:17]=1[N:18]1[CH2:23][CH2:22][CH2:21][C@@H:20]([NH:24][C:25](=[O:31])[O:26][C:27]([CH3:30])([CH3:29])[CH3:28])[CH2:19]1.C(=O)([O-])[O-].[K+].[K+], predict the reaction product. The product is: [Cl:9][C:10]1[CH:51]=[CH:50][CH:49]=[CH:48][C:11]=1[CH2:12][C:13]1[C:17]([N:18]2[CH2:23][CH2:22][CH2:21][C@@H:20]([NH:24][C:25](=[O:31])[O:26][C:27]([CH3:30])([CH3:29])[CH3:28])[CH2:19]2)=[N:16][N:15]2[CH:43]=[CH:42][N:40]([CH3:41])[C:38](=[O:39])[C:14]=12.